From a dataset of Full USPTO retrosynthesis dataset with 1.9M reactions from patents (1976-2016). Predict the reactants needed to synthesize the given product. (1) Given the product [C:1]([O:5][C@@H:6]([C:12]1[C:13]([CH3:27])=[N:14][C:15]2[N:16]([N:19]=[C:20]([C:22]([O:24][CH2:25][CH3:26])=[O:23])[CH:21]=2)[C:17]=1[C:30]1[C:29]([F:28])=[CH:38][C:33]2[O:34][CH2:35][CH2:36][NH:37][C:32]=2[CH:31]=1)[C:7]([O:9][CH2:10][CH3:11])=[O:8])([CH3:4])([CH3:3])[CH3:2], predict the reactants needed to synthesize it. The reactants are: [C:1]([O:5][C@@H:6]([C:12]1[C:13]([CH3:27])=[N:14][C:15]2[N:16]([N:19]=[C:20]([C:22]([O:24][CH2:25][CH3:26])=[O:23])[CH:21]=2)[C:17]=1I)[C:7]([O:9][CH2:10][CH3:11])=[O:8])([CH3:4])([CH3:3])[CH3:2].[F:28][C:29]1[C:30](B2OC(C)(C)C(C)(C)O2)=[CH:31][C:32]2[NH:37][CH2:36][CH2:35][O:34][C:33]=2[CH:38]=1.C([O-])([O-])=O.[Na+].[Na+]. (2) The reactants are: [CH2:1]([N:8]1[C:16]2[C:11](=[N:12][C:13]([Cl:17])=[CH:14][CH:15]=2)[CH:10]=[C:9]1Br)[C:2]1[CH:7]=[CH:6][CH:5]=[CH:4][CH:3]=1.[S:19]1[CH:23]=[CH:22][C:21](B(O)O)=[CH:20]1.C([O-])([O-])=O.[Na+].[Na+]. Given the product [CH2:1]([N:8]1[C:16]2[C:11](=[N:12][C:13]([Cl:17])=[CH:14][CH:15]=2)[CH:10]=[C:9]1[C:21]1[CH:22]=[CH:23][S:19][CH:20]=1)[C:2]1[CH:7]=[CH:6][CH:5]=[CH:4][CH:3]=1, predict the reactants needed to synthesize it. (3) The reactants are: [N+](=[CH:3][C:4]([O:6][CH2:7][CH3:8])=[O:5])=[N-].[CH2:9]([OH:11])[CH3:10]. Given the product [CH2:7]([O:6][C:4](=[O:5])[CH2:3][O:11][CH:9]1[CH2:3][CH2:4][O:6][CH2:7][CH2:10]1)[CH3:8], predict the reactants needed to synthesize it.